Dataset: Experimentally validated miRNA-target interactions with 360,000+ pairs, plus equal number of negative samples. Task: Binary Classification. Given a miRNA mature sequence and a target amino acid sequence, predict their likelihood of interaction. (1) The miRNA is hsa-miR-6823-5p with sequence UCAGGGUUGGUAGGGGUUGCU. The protein sequence of the target gene is MCESYSRSLLRVSVAQICQALGWDSVQLSACHLLTDVLQRYLQQLGRGCHRYSELYGRTDPILDDVGEAFQLMGVSLHELEDYIHNIEPVTFPHQIPSFPVSKNNVLQFPQPGSKDAEERKEYIPDYLPPIVSSQEEEEEEQVPTDGGTSAEAMQVPLEEDDELEEEEIINDENFLGKRPLDSPEAEELPAMKRPRLLSTKGDTLDVVLLEAREPLSSINTQKIPPMLSPVHVQDSTDLAPPSPEPPMLAPVAKSQMPTAKPLETKSFTPKTKTKTSSPGQKTKSPKTAQSPAMVGSPIR.... Result: 0 (no interaction). (2) The miRNA is hsa-miR-4279 with sequence CUCUCCUCCCGGCUUC. The protein sequence of the target gene is NAIFVPRPERKRREVMQIANTTMSSRSRNTTVLDTYNITDPEELETEYPFFESRVDNKERTVISNLRPFTLYRIDIHSCNHEAEKLGCSASNFVFARTMPAEGADDIPGPVTWEPRPENSIFLKWPEPENPNGLILMYEIKYGSQVEDQRECVSRQEYRKYGGAKLNRLNPGNYTARIQATSLSGNGSWTDPVFFYVQAKTTYENFIHLMIALPIAVLLIVGGLVIMLYVFHRKRNSSRLGNGVLYASVNPEYFSAADVYVPDEWEVAREKITMSRELGQGSFGMVYEGVAKGVVKDEPE.... Result: 0 (no interaction). (3) The miRNA is hsa-miR-374c-3p with sequence CACUUAGCAGGUUGUAUUAUAU. Result: 0 (no interaction). The protein sequence of the target gene is MSRGLQLLLLSCAYSLAPATPEVKVACSEDVDLPCTAPWDPQVPYTVSWVKLLEGGEERMETPQEDHLRGQHYHQKGQNGSFDAPNERPYSLKIRNTTSCNSGTYRCTLQDPDGQRNLSGKVILRVTGCPAQRKEETFKKYRAEIVLLLALVIFYLTLIIFTCKFARLQSIFPDFSKAGMERAFLPVTSPNKHLGLVTPHKTELV. (4) The miRNA is hsa-miR-4446-5p with sequence AUUUCCCUGCCAUUCCCUUGGC. The protein sequence of the target gene is MMRCPAGGAEVEMAELYVKPGNKERGWNDPPQFSYGLQTQTGGPKRTPLTKRVAAPQDGSPRAPETSGPPPVDHPPPSSKASRPPPMGSCPATGVEPPSSPVIESETLIEDVLRPLEQALEDCHGHTKKQVCDDISRRLALLREQWAGGKLSIPVKKRMALLVQELLHHQWDAADDIHRSLMVDHVTEVSQWMVGVKRLIAEKKSLSSEETKEEKFTVEPENQTIPGFQQPS. Result: 0 (no interaction). (5) Result: 0 (no interaction). The protein sequence of the target gene is MHLARLVGSCSLLLLLGALSGWAASDDPIEKVIEGINRGLSNAEREVGKALDGINSGITHAGREVEKVFNGLSNMGSHTGKELDKGVQGLNHGMDKVAHEINHGIGQAGKEAEKLGHGVNNAAGQVGKEADKLIHHGVHHGANQAGSEAGKFGQGVDNAAGQAGNEAGRFGQGVHHAAGQAGNEAGRFGQGVHHAAGQAGNEAGRFGQGAHHGLSEGWKETEKFGQGIHHAAGQVGKEAEKFGQGAHHAAGQAGNEAGRFGQGVHHGLSEGWKETEKFGQGVHHTAGQVGKEAEKFGQGA.... The miRNA is mmu-miR-18b-5p with sequence UAAGGUGCAUCUAGUGCUGUUAG. (6) The miRNA is hsa-miR-1207-5p with sequence UGGCAGGGAGGCUGGGAGGGG. The protein sequence of the target gene is MSREMQDVDLAEVKPLVEKGETITGLLQEFDVQEQDIETLHGSVHVTLCGTPKGNRPVILTYHDIGMNHKTCYNPLFNYEDMQEITQHFAVCHVDAPGQQDGAASFPAGYMYPSMDQLAEMLPGVLQQFGLKSIIGMGTGAGAYILTRFALNNPEMVEGLVLINVNPCAEGWMDWAASKISGWTQALPDMVVSHLFGKEEMQSNVEVVHTYRQHIVNDMNPGNLHLFINAYNSRRDLEIERPMPGTHTVTLQCPALLVVGDSSPAVDAVVECNSKLDPTKTTLLKMADCGGLPQISQPAK.... Result: 1 (interaction). (7) The miRNA is mmu-miR-193b-3p with sequence AACUGGCCCACAAAGUCCCGCU. The protein sequence of the target gene is MRLFVSRRVKRWKIFHFFVTCFILSFMVFWSPINNYIMSHMKSYSYRYLVNSYGFVNNSLSLKHSSVQPHYPYLINHREKCQAQDVLLLLFIKTAPENYGRRSAIRKTWGNENYVQSQLNANIKILFALGTPGPLKGKELQKRLIGEDQVYKDIIQQDFIDSFHNLTSKFLLQFSWANTFCPHAKFLMTADDDIFIHMPNLIEYLQGLEQIGVRDFWIGHVHRGGPPVRDKSSKYYVPYEMYKWPAYPDYTAGAAYVVSRDVAAKIYEASQTLNSSMYIDDVFMGLCANKVGILPQDHVF.... Result: 0 (no interaction).